This data is from Forward reaction prediction with 1.9M reactions from USPTO patents (1976-2016). The task is: Predict the product of the given reaction. (1) The product is: [Cl:1][C:2]1[C:3]([CH3:8])=[N:4][O:5][C:6]=1[NH:7][S:27]([C:19]1[C:20]2[CH:26]=[CH:25][CH:24]=[CH:23][C:21]=2[S:22][C:18]=1[CH2:17][C:16]1[CH:15]=[CH:14][C:13]([N:12]([CH3:11])[CH3:33])=[CH:32][CH:31]=1)(=[O:28])=[O:29]. Given the reactants [Cl:1][C:2]1[C:3]([CH3:8])=[N:4][O:5][C:6]=1[NH2:7].[H-].[Na+].[CH3:11][N:12]([CH3:33])[C:13]1[CH:32]=[CH:31][C:16]([CH2:17][C:18]2[S:22][C:21]3[CH:23]=[CH:24][CH:25]=[CH:26][C:20]=3[C:19]=2[S:27](Cl)(=[O:29])=[O:28])=[CH:15][CH:14]=1.C1COCC1, predict the reaction product. (2) Given the reactants [Cl:1][C:2]1[CH:3]=[CH:4][C:5]([NH:8][C:9](=[O:26])[C:10]2[CH:15]=[CH:14][CH:13]=[CH:12][C:11]=2[NH:16][C:17]([N:19]2[CH2:24][CH2:23][C:22](=O)[CH2:21][CH2:20]2)=[O:18])=[N:6][CH:7]=1.[NH:27]1[CH2:31][CH2:30][CH2:29][CH2:28]1, predict the reaction product. The product is: [Cl:1][C:2]1[CH:3]=[CH:4][C:5]([NH:8][C:9](=[O:26])[C:10]2[CH:15]=[CH:14][CH:13]=[CH:12][C:11]=2[NH:16][C:17]([N:19]2[CH2:24][CH2:23][CH:22]([N:27]3[CH2:31][CH2:30][CH2:29][CH2:28]3)[CH2:21][CH2:20]2)=[O:18])=[N:6][CH:7]=1. (3) The product is: [Cl:1][C:2]1[CH:11]=[C:10]2[C:5]([CH2:6][CH2:7][N:8]([C:14]3[CH:15]=[N:16][CH:17]=[CH:18][C:19]=3[CH2:20][CH3:21])[C:9]2=[O:12])=[CH:4][CH:3]=1. Given the reactants [Cl:1][C:2]1[CH:11]=[C:10]2[C:5]([CH2:6][CH2:7][NH:8][C:9]2=[O:12])=[CH:4][CH:3]=1.Br[C:14]1[CH:15]=[N:16][CH:17]=[CH:18][C:19]=1[CH2:20][CH3:21].P([O-])([O-])([O-])=O.[K+].[K+].[K+], predict the reaction product. (4) Given the reactants Cl[C:2]1[CH:7]=[CH:6][C:5]([CH2:8][N:9]2[C:13]([CH3:14])=[CH:12][C:11](/[CH:15]=[C:16](\[F:28])/[C:17]3[CH:22]=[CH:21][C:20]([O:23][C:24]([F:27])([F:26])[F:25])=[CH:19][CH:18]=3)=[N:10]2)=[CH:4][N:3]=1.[CH3:29][NH2:30], predict the reaction product. The product is: [F:28]/[C:16](/[C:17]1[CH:22]=[CH:21][C:20]([O:23][C:24]([F:27])([F:26])[F:25])=[CH:19][CH:18]=1)=[CH:15]\[C:11]1[CH:12]=[C:13]([CH3:14])[N:9]([CH2:8][C:5]2[CH:6]=[CH:7][C:2]([NH:30][CH3:29])=[N:3][CH:4]=2)[N:10]=1. (5) Given the reactants [Br:1][C:2]1[CH:3]=[C:4]([S:9]([NH:12][C:13]2[C:14]([OH:20])=[N:15][CH:16]=[C:17]([Cl:19])[CH:18]=2)(=[O:11])=[O:10])[CH:5]=[N:6][C:7]=1Cl.[CH3:21][OH:22], predict the reaction product. The product is: [Br:1][C:2]1[CH:3]=[C:4]([S:9]([NH:12][C:13]2[C:14]([OH:20])=[N:15][CH:16]=[C:17]([Cl:19])[CH:18]=2)(=[O:11])=[O:10])[CH:5]=[N:6][C:7]=1[O:22][CH3:21]. (6) Given the reactants [CH:1]1([C:4]2[NH:8][C:7]3[CH:9]=[C:10]([C:14]4[C:15]([CH3:20])=[N:16][O:17][C:18]=4[CH3:19])[CH:11]=[C:12](I)[C:6]=3[N:5]=2)[CH2:3][CH2:2]1.[C:21]1([C:27](B(O)O)=[CH2:28])[CH:26]=[CH:25][CH:24]=[CH:23][CH:22]=1.C(=O)([O-])[O-].[Cs+].[Cs+], predict the reaction product. The product is: [CH:1]1([C:4]2[NH:8][C:7]3[CH:9]=[C:10]([C:14]4[C:15]([CH3:20])=[N:16][O:17][C:18]=4[CH3:19])[CH:11]=[C:12]([C:27]([C:21]4[CH:26]=[CH:25][CH:24]=[CH:23][CH:22]=4)=[CH2:28])[C:6]=3[N:5]=2)[CH2:3][CH2:2]1. (7) The product is: [CH2:23]([O:25][C:26]1[CH:31]=[CH:30][C:29]([CH2:32][C:33]([OH:35])=[O:34])=[CH:28][C:27]=1[O:12][CH2:11][CH2:10][CH2:9][C:8]1[C:4]([CH:1]([CH3:3])[CH3:2])=[N:5][N:6]([C:13]2[CH:18]=[CH:17][C:16]([C:19]([F:21])([F:20])[F:22])=[CH:15][N:14]=2)[CH:7]=1)[CH3:24]. Given the reactants [CH:1]([C:4]1[C:8]([CH2:9][CH2:10][CH2:11][OH:12])=[CH:7][N:6]([C:13]2[CH:18]=[CH:17][C:16]([C:19]([F:22])([F:21])[F:20])=[CH:15][N:14]=2)[N:5]=1)([CH3:3])[CH3:2].[CH2:23]([O:25][C:26]1[CH:31]=[CH:30][C:29]([CH2:32][C:33]([O:35]C)=[O:34])=[CH:28][C:27]=1O)[CH3:24].C(P(CCCC)CCCC)CCC.N(C(N1CCCCC1)=O)=NC(N1CCCCC1)=O, predict the reaction product.